Dataset: Catalyst prediction with 721,799 reactions and 888 catalyst types from USPTO. Task: Predict which catalyst facilitates the given reaction. Product: [CH2:1]([N:8]1[C:12](=[O:13])/[C:11](=[CH:28]\[C:26]2[O:27][C:23]([C:19]3[CH:20]=[CH:21][CH:22]=[C:17]([C:16]([F:30])([F:15])[F:31])[CH:18]=3)=[CH:24][CH:25]=2)/[S:10][C:9]1=[S:14])[C:2]1[CH:3]=[CH:4][CH:5]=[CH:6][CH:7]=1. The catalyst class is: 11. Reactant: [CH2:1]([N:8]1[C:12](=[O:13])[CH2:11][S:10][C:9]1=[S:14])[C:2]1[CH:7]=[CH:6][CH:5]=[CH:4][CH:3]=1.[F:15][C:16]([F:31])([F:30])[C:17]1[CH:18]=[C:19]([C:23]2[O:27][C:26]([CH:28]=O)=[CH:25][CH:24]=2)[CH:20]=[CH:21][CH:22]=1.N1CCCCC1.